From a dataset of HIV replication inhibition screening data with 41,000+ compounds from the AIDS Antiviral Screen. Binary Classification. Given a drug SMILES string, predict its activity (active/inactive) in a high-throughput screening assay against a specified biological target. (1) The molecule is COCCN(CCOC)C(=O)COc1c2cc(C(C)(C)C)cc1Cc1cc(C(C)(C)C)cc(c1OCC(=O)N(CCOC)CCOC)Cc1cc(C(C)(C)C)cc(c1OCC(=O)N(CCOC)CCOC)Cc1cc(C(C)(C)C)cc(c1OCC(=O)N(CCOC)CCOC)Cc1cc(C(C)(C)C)cc(c1OCC(=O)N(CCOC)CCOC)C2. The result is 0 (inactive). (2) The drug is O=S(=O)(c1ccccc1)n1ccc2ccccc21. The result is 1 (active). (3) The molecule is O=C(CCCn1cnc([N+](=O)[O-])n1)NCCn1ccnc1[N+](=O)[O-]. The result is 0 (inactive). (4) The molecule is O=c1ccc(=O)n(-c2ccccc2)[nH]1. The result is 0 (inactive). (5) The molecule is CCOC(=O)c1ccc(-c2cccs2)[nH]1. The result is 0 (inactive). (6) The molecule is CNC(=O)c1ccc(C(=O)NCCCCCN(O)C(=O)CCC(=O)NCCCCCN(O)C(=O)CCC(=O)NCCCCCN(O)C(C)=O)c(O)c1O. The result is 0 (inactive). (7) The molecule is CCOC(=O)C12CCC(=O)C=C1C(C)C(=O)CC2. The result is 0 (inactive). (8) The drug is CCOC(=O)c1nc2ccccc2n(CC)c1=O. The result is 0 (inactive).